This data is from Forward reaction prediction with 1.9M reactions from USPTO patents (1976-2016). The task is: Predict the product of the given reaction. (1) Given the reactants [CH3:1][C:2]([OH:16])([C:4]([C:6]1[CH:11]=[CH:10][C:9](OCCO)=[CH:8][CH:7]=1)=[O:5])[CH3:3].CC(N1CCOCC1)(C(C1C=CC(SC)=CC=1)=O)C.CCC(N(C)C)(C(C1C=CC(N2CCOCC2)=CC=1)=O)CC1C=CC=CC=1.C1C=CC(C(C(OCCOCCOC(C(C2C=CC=CC=2)=O)=O)=O)=O)=CC=1, predict the reaction product. The product is: [OH:16][C:2]([CH3:3])([CH3:1])[C:4]([C:6]1[CH:11]=[CH:10][CH:9]=[CH:8][CH:7]=1)=[O:5]. (2) Given the reactants [Cl:1][C:2]1[CH:3]=[C:4]([CH:7]=[C:8]([Cl:21])[C:9]=1[O:10][C:11]1[CH:16]=[CH:15][C:14]([OH:17])=[C:13]([CH:18]([CH3:20])[CH3:19])[CH:12]=1)[CH2:5]O.B(Br)(Br)[Br:23], predict the reaction product. The product is: [Cl:1][C:2]1[CH:3]=[C:4]([CH:7]=[C:8]([Cl:21])[C:9]=1[O:10][C:11]1[CH:16]=[CH:15][C:14]([OH:17])=[C:13]([CH:18]([CH3:20])[CH3:19])[CH:12]=1)[CH2:5][Br:23]. (3) Given the reactants [F:1][C:2]([F:15])([F:14])[C:3]1[C:11]([C:12]#[N:13])=[CH:10][CH:9]=[C:8]2[C:4]=1[CH:5]=[CH:6][NH:7]2.Cl[CH2:17][C:18]1[N:22]=[C:21]([C:23]2[CH:28]=[CH:27][C:26]([C:29]([F:32])([F:31])[F:30])=[CH:25][CH:24]=2)[O:20][N:19]=1, predict the reaction product. The product is: [F:15][C:2]([F:14])([F:1])[C:3]1[C:11]([C:12]#[N:13])=[CH:10][CH:9]=[C:8]2[C:4]=1[CH:5]=[CH:6][N:7]2[CH2:17][C:18]1[N:22]=[C:21]([C:23]2[CH:24]=[CH:25][C:26]([C:29]([F:32])([F:30])[F:31])=[CH:27][CH:28]=2)[O:20][N:19]=1. (4) Given the reactants [CH2:1]([N:8]1[CH:12]=[C:11]([C:13]2[S:14][CH:15]=[C:16]([C:18]([NH:20][C:21]3[CH:29]=[C:28]4[C:24]([CH:25]=[N:26][N:27]4COCC[Si](C)(C)C)=[CH:23][C:22]=3[C:38]3[CH:39]=[C:40]([CH:50]=[CH:51][CH:52]=3)[CH2:41][NH:42]C(=O)OC(C)(C)C)=[O:19])[N:17]=2)[CH:10]=[N:9]1)[C:2]1[CH:7]=[CH:6][CH:5]=[CH:4][CH:3]=1.[ClH:53], predict the reaction product. The product is: [ClH:53].[NH2:42][CH2:41][C:40]1[CH:39]=[C:38]([C:22]2[CH:23]=[C:24]3[C:28](=[CH:29][C:21]=2[NH:20][C:18]([C:16]2[N:17]=[C:13]([C:11]4[CH:10]=[N:9][N:8]([CH2:1][C:2]5[CH:7]=[CH:6][CH:5]=[CH:4][CH:3]=5)[CH:12]=4)[S:14][CH:15]=2)=[O:19])[NH:27][N:26]=[CH:25]3)[CH:52]=[CH:51][CH:50]=1. (5) Given the reactants ClC(OCC(C)C)=O.[C:9]([O:13][C:14]([N:16]1[CH2:20][CH2:19][CH2:18][C@H:17]1[C:21]([OH:23])=O)=[O:15])([CH3:12])([CH3:11])[CH3:10].Cl.[NH2:25][C:26]1[CH:27]=[C:28]2[C:37](=[CH:38][CH:39]=1)[S:36][C:35]1[C:34]([C:40]3[NH:45][C:44](=[O:46])[CH:43]=[C:42]([N:47]4[CH2:52][CH2:51][O:50][CH2:49][CH2:48]4)[CH:41]=3)=[CH:33][CH:32]=[CH:31][C:30]=1[S:29]2.CN1CCOCC1.[Cl-].[NH4+].C(=O)([O-])O.[Na+], predict the reaction product. The product is: [O:50]1[CH2:49][CH2:48][N:47]([C:42]2[CH:41]=[C:40]([C:34]3[CH:33]=[CH:32][CH:31]=[C:30]4[C:35]=3[S:36][C:37]3[CH:38]=[CH:39][C:26]([NH:25][C:21]([C@@H:17]5[CH2:18][CH2:19][CH2:20][N:16]5[C:14]([O:13][C:9]([CH3:10])([CH3:11])[CH3:12])=[O:15])=[O:23])=[CH:27][C:28]=3[S:29]4)[NH:45][C:44](=[O:46])[CH:43]=2)[CH2:52][CH2:51]1. (6) Given the reactants [CH3:1][O:2][C:3]([NH:5][NH2:6])=[O:4].C(O)(=O)C.O.[CH3:12][C:13]([CH3:15])=O, predict the reaction product. The product is: [CH3:1][O:2][C:3]([NH:5][N:6]=[C:13]([CH3:15])[CH3:12])=[O:4]. (7) Given the reactants [CH3:1][N:2]1[C:10]2[C:5](=[CH:6][C:7]([N+:11]([O-])=O)=[CH:8][CH:9]=2)[C:4](=[O:14])[NH:3]1.[C:15]1([C:21]2[O:22][C:23]([C:29]([F:32])([F:31])[F:30])=[C:24]([C:26](O)=[O:27])[N:25]=2)[CH:20]=[CH:19][CH:18]=[CH:17][CH:16]=1.C(N1C2C(=CC(NC(C3C(C)=NN(C4C=CC=CC=4)N=3)=O)=CC=2)C(=O)N1)C, predict the reaction product. The product is: [CH3:1][N:2]1[C:10]2[C:5](=[CH:6][C:7]([NH:11][C:26]([C:24]3[N:25]=[C:21]([C:15]4[CH:20]=[CH:19][CH:18]=[CH:17][CH:16]=4)[O:22][C:23]=3[C:29]([F:31])([F:32])[F:30])=[O:27])=[CH:8][CH:9]=2)[C:4](=[O:14])[NH:3]1.